This data is from Reaction yield outcomes from USPTO patents with 853,638 reactions. The task is: Predict the reaction yield, written as a fraction of the theoretical maximum amount of product (1.0 means a 100% yield; for example, 0.34 means a 34% yield). (1) The reactants are [H-].[Na+].[CH2:3]([O:5][C:6]1[CH:11]=[CH:10][C:9]([CH2:12][CH2:13][C:14]2[CH:21]=[CH:20][C:17]([CH:18]=O)=[C:16](F)[CH:15]=2)=[CH:8][CH:7]=1)[CH3:4].[OH2:23].C[S:25]([CH3:27])=O. No catalyst specified. The product is [CH2:3]([O:5][C:6]1[CH:11]=[CH:10][C:9]([CH2:12][CH2:13][C:14]2[CH:21]=[CH:20][C:17]3[CH:18]=[C:27]([C:6]([O:5][CH2:3][CH3:4])=[O:23])[S:25][C:16]=3[CH:15]=2)=[CH:8][CH:7]=1)[CH3:4]. The yield is 0.630. (2) The reactants are [I-].[CH3:2][S+](C)(C)=O.[H-].[Na+].[C:9]([N:17]1[CH2:22][CH2:21][C:20](=[O:23])[CH2:19][CH2:18]1)(=[O:16])[C:10]1[CH:15]=[CH:14][CH:13]=[CH:12][CH:11]=1. The catalyst is CS(C)=O. The product is [C:10]1([C:9]([N:17]2[CH2:22][CH2:21][C:20]3([O:23][CH2:2]3)[CH2:19][CH2:18]2)=[O:16])[CH:11]=[CH:12][CH:13]=[CH:14][CH:15]=1. The yield is 0.540. (3) The reactants are [Cl:1][C:2]1[CH:7]=[CH:6][CH:5]=[CH:4][C:3]=1[N:8]1[C:16](=[O:17])[C:15]2[C@@H:14]3[C:18]([CH3:20])([CH3:19])[C@@:11]([CH3:21])([CH2:12][CH2:13]3)[C:10]=2[NH:9]1.Br[CH2:23][CH:24]1[CH2:26][CH2:25]1. The catalyst is [I-].C([N+](CCCC)(CCCC)CCCC)CCC.CN(C)C=O. The product is [Cl:1][C:2]1[CH:7]=[CH:6][CH:5]=[CH:4][C:3]=1[N:8]1[C:16](=[O:17])[C:15]2[C@@H:14]3[C:18]([CH3:20])([CH3:19])[C@@:11]([CH3:21])([CH2:12][CH2:13]3)[C:10]=2[N:9]1[CH2:23][CH:24]1[CH2:26][CH2:25]1. The yield is 0.330. (4) The reactants are [O-]P([O-])([O-])=O.[K+].[K+].[K+].CN(C)P(N(C)C)N(C)C.I[C:20]1[CH:21]=[C:22]([CH3:27])[CH:23]=[C:24]([CH3:26])[CH:25]=1.[CH3:28][NH:29][CH:30]=[O:31].CCCCCCCCCCCC. The catalyst is C(OCC)(=O)C.[Cu]I.C1(C)C=CC=CC=1. The product is [CH3:26][C:24]1[CH:25]=[C:20]([N:29]([CH3:28])[CH:30]=[O:31])[CH:21]=[C:22]([CH3:27])[CH:23]=1. The yield is 0.760. (5) The reactants are [Cl:1][C:2]1[CH:3]=[C:4]([CH:7]=[CH:8][C:9]=1[CH2:10][NH:11][C:12]1[CH:17]=[CH:16][CH:15]=[CH:14][N:13]=1)[CH:5]=O.[C:18]([O-])([O-])=O.[K+].[K+]. The catalyst is O1CCOCC1.[Br-].C[P+](C1C=CC=CC=1)(C1C=CC=CC=1)C1C=CC=CC=1. The product is [Cl:1][C:2]1[CH:3]=[C:4]([CH:5]=[CH2:18])[CH:7]=[CH:8][C:9]=1[CH2:10][NH:11][C:12]1[CH:17]=[CH:16][CH:15]=[CH:14][N:13]=1. The yield is 0.500. (6) The reactants are C([O:3][C:4](=[O:23])[CH2:5][C:6]1[NH:11][C:10]2[CH:12]=[CH:13][C:14]([NH:16][S:17]([CH3:20])(=[O:19])=[O:18])=[CH:15][C:9]=2[S:8](=[O:22])(=[O:21])[CH:7]=1)C.[OH-].[Li+].Cl. The catalyst is CO. The product is [CH3:20][S:17]([NH:16][C:14]1[CH:13]=[CH:12][C:10]2[NH:11][C:6]([CH2:5][C:4]([OH:23])=[O:3])=[CH:7][S:8](=[O:21])(=[O:22])[C:9]=2[CH:15]=1)(=[O:18])=[O:19]. The yield is 0.770. (7) The reactants are [N:1]([CH2:4][C@H:5]([OH:17])[C@H:6]([O:9][CH2:10][C:11]1[CH:16]=[CH:15][CH:14]=[CH:13][CH:12]=1)[CH:7]=[CH2:8])=[N+:2]=[N-:3].[CH2:18](Br)[C:19]1[CH:24]=[CH:23][CH:22]=[CH:21][CH:20]=1.[H-].[Na+]. The catalyst is C1COCC1.[I-].C([N+](CCCC)(CCCC)CCCC)CCC. The product is [N:1]([CH2:4][C@H:5]([O:17][CH2:18][C:19]1[CH:24]=[CH:23][CH:22]=[CH:21][CH:20]=1)[C@H:6]([O:9][CH2:10][C:11]1[CH:12]=[CH:13][CH:14]=[CH:15][CH:16]=1)[CH:7]=[CH2:8])=[N+:2]=[N-:3]. The yield is 0.650. (8) The reactants are [C:1]1([S:11]([N:14]2[CH2:19][CH2:18][CH2:17][CH2:16][CH:15]2[CH2:20][CH2:21][CH2:22][C:23]([O:25]C)=[O:24])(=[O:13])=[O:12])[C:10]2[C:5](=[CH:6][CH:7]=[CH:8][CH:9]=2)[CH:4]=[CH:3][CH:2]=1.[OH-].[Li+]. The catalyst is CO.O. The product is [C:1]1([S:11]([N:14]2[CH2:19][CH2:18][CH2:17][CH2:16][CH:15]2[CH2:20][CH2:21][CH2:22][C:23]([OH:25])=[O:24])(=[O:13])=[O:12])[C:10]2[C:5](=[CH:6][CH:7]=[CH:8][CH:9]=2)[CH:4]=[CH:3][CH:2]=1. The yield is 0.910.